This data is from Full USPTO retrosynthesis dataset with 1.9M reactions from patents (1976-2016). The task is: Predict the reactants needed to synthesize the given product. (1) Given the product [Br:1][C:2]1[CH:7]=[CH:6][C:5]([CH:8]([O:18][CH:15]2[CH2:16][CH2:17][O:12][CH2:14]2)[CH3:9])=[CH:4][CH:3]=1, predict the reactants needed to synthesize it. The reactants are: [Br:1][C:2]1[CH:7]=[CH:6][C:5]([CH:8]=[CH2:9])=[CH:4][CH:3]=1.[BH4-].[Na+].[O:12]1[CH2:17][CH2:16][CH:15]([OH:18])[CH2:14]C1. (2) Given the product [F:1][C:2]1[CH:11]=[CH:10][C:5]([C:6]([O:8][CH3:9])=[O:7])=[C:4]([O:12][CH2:13][CH2:14][C:15]2[CH:20]=[CH:19][CH:18]=[CH:17][CH:16]=2)[CH:3]=1, predict the reactants needed to synthesize it. The reactants are: [F:1][C:2]1[CH:11]=[CH:10][C:5]([C:6]([O:8][CH3:9])=[O:7])=[C:4]([OH:12])[CH:3]=1.[CH2:13](O)[CH2:14][C:15]1[CH:20]=[CH:19][CH:18]=[CH:17][CH:16]=1.C1(P(C2C=CC=CC=2)C2C=CC=CC=2)C=CC=CC=1.CC(OC(/N=N/C(OC(C)C)=O)=O)C.